Dataset: Forward reaction prediction with 1.9M reactions from USPTO patents (1976-2016). Task: Predict the product of the given reaction. (1) Given the reactants Br[C:2]1[CH:3]=[CH:4][C:5]([NH2:8])=[N:6][CH:7]=1.CC1(C)C(C)(C)OB([C:17]2[CH2:22][CH2:21][N:20]([C:23]([O:25][C:26]([CH3:29])([CH3:28])[CH3:27])=[O:24])[CH2:19][CH:18]=2)O1.C([O-])([O-])=O.[K+].[K+], predict the reaction product. The product is: [NH2:8][C:5]1[N:6]=[CH:7][C:2]([C:17]2[CH2:22][CH2:21][N:20]([C:23]([O:25][C:26]([CH3:29])([CH3:28])[CH3:27])=[O:24])[CH2:19][CH:18]=2)=[CH:3][CH:4]=1. (2) Given the reactants [Cl:1][C:2]1[CH:3]=[C:4]([C:9](=[N:16][O:17][CH2:18][CH2:19][N:20]([CH3:22])[CH3:21])[CH2:10][CH2:11][C:12]([O:14]C)=[O:13])[CH:5]=[CH:6][C:7]=1[Cl:8].[OH-].[Na+], predict the reaction product. The product is: [Cl:1][C:2]1[CH:3]=[C:4]([C:9](=[N:16][O:17][CH2:18][CH2:19][N:20]([CH3:22])[CH3:21])[CH2:10][CH2:11][C:12]([OH:14])=[O:13])[CH:5]=[CH:6][C:7]=1[Cl:8]. (3) Given the reactants Cl.[C:2]([O:6][C:7](=[O:14])[C@H:8]([C:10]([CH3:13])([CH3:12])[CH3:11])[NH2:9])([CH3:5])([CH3:4])[CH3:3].C(N(CC)CC)C.Br[CH2:23][C:24]([O:26][CH2:27][CH3:28])=[O:25], predict the reaction product. The product is: [CH2:27]([O:26][C:24](=[O:25])[CH2:23][NH:9][C@@H:8]([C:10]([CH3:13])([CH3:12])[CH3:11])[C:7]([O:6][C:2]([CH3:5])([CH3:4])[CH3:3])=[O:14])[CH3:28]. (4) Given the reactants [F:1][C:2]([P:8](O[P:8]([C:10]([F:15])([F:16])[C:11]([F:13])([F:14])[F:12])([C:2]([F:1])([F:7])[C:3]([F:6])([F:5])[F:4])=[O:9])([C:10]([F:16])([F:15])[C:11]([F:14])([F:13])[F:12])=[O:9])([F:7])[C:3]([F:6])([F:5])[F:4].[Cl-:34].C([N+]1C=CN(C)C=1)CCC, predict the reaction product. The product is: [F:1][C:2]([P:8]([Cl:34])([C:10]([F:16])([F:15])[C:11]([F:14])([F:13])[F:12])=[O:9])([F:7])[C:3]([F:6])([F:5])[F:4]. (5) Given the reactants [Cl:1][C:2]1[CH:7]=[CH:6][C:5]([CH2:8][C:9]#[N:10])=[CH:4][C:3]=1[CH2:11][OH:12].CC(OI1(OC(C)=O)(OC(C)=O)OC(=O)C2C=CC=CC1=2)=O, predict the reaction product. The product is: [Cl:1][C:2]1[CH:7]=[CH:6][C:5]([CH2:8][C:9]#[N:10])=[CH:4][C:3]=1[CH:11]=[O:12]. (6) Given the reactants Cl[C:2](Cl)([O:4]C(=O)OC(Cl)(Cl)Cl)Cl.[F:13][C:14]([F:22])([F:21])[CH:15]([OH:20])[C:16]([F:19])([F:18])[F:17].CCN(C(C)C)C(C)C.Cl[C:33]1[CH:38]=[CH:37][C:36]([N:39]2[CH2:43][CH2:42][C@@H:41]([NH:44][S:45]([CH3:48])(=[O:47])=[O:46])[CH2:40]2)=[C:35]([CH2:49][N:50]2[CH2:55][CH2:54][NH:53][CH2:52][CH2:51]2)[CH:34]=1.C(Cl)[Cl:57], predict the reaction product. The product is: [Cl:57][C:38]1[CH:33]=[CH:34][C:35]([CH2:49][N:50]2[CH2:55][CH2:54][N:53]([C:2]([O:20][CH:15]([C:16]([F:19])([F:18])[F:17])[C:14]([F:22])([F:21])[F:13])=[O:4])[CH2:52][CH2:51]2)=[C:36]([N:39]2[CH2:43][CH2:42][C@@H:41]([NH:44][S:45]([CH3:48])(=[O:47])=[O:46])[CH2:40]2)[CH:37]=1. (7) Given the reactants [CH3:1][O:2][C:3]1[C:8]2[N:9]=[C:10]([NH2:12])[S:11][C:7]=2[C:6]([N:13]2[CH2:18][CH2:17][O:16][CH2:15][CH2:14]2)=[CH:5][CH:4]=1.C([Li])(C)(C)C.C1([O:30][C:31]([C:33]2[N:34]([CH3:45])[C:35]([CH2:38][N:39]([CH2:41][CH2:42][O:43][CH3:44])[CH3:40])=[N:36][CH:37]=2)=O)C=CC=CC=1.[Cl-].[NH4+], predict the reaction product. The product is: [CH3:1][O:2][C:3]1[C:8]2[N:9]=[C:10]([NH:12][C:31]([C:33]3[N:34]([CH3:45])[C:35]([CH2:38][N:39]([CH2:41][CH2:42][O:43][CH3:44])[CH3:40])=[N:36][CH:37]=3)=[O:30])[S:11][C:7]=2[C:6]([N:13]2[CH2:18][CH2:17][O:16][CH2:15][CH2:14]2)=[CH:5][CH:4]=1. (8) Given the reactants [CH2:1]([O:8][C:9]([C:11]1([C:25]([OH:27])=[O:26])[CH2:16][CH2:15][CH2:14][N:13]([C:17]([O:19][CH2:20][C:21]([Cl:24])([Cl:23])[Cl:22])=[O:18])[CH2:12]1)=[O:10])[C:2]1[CH:7]=[CH:6][CH:5]=[CH:4][CH:3]=1.C(=O)([O-])[O-].[K+].[K+].Br[CH2:35][C:36](=[O:41])[C:37]([CH3:40])([CH3:39])[CH3:38].C(O)(=O)C, predict the reaction product. The product is: [CH3:38][C:37]([CH3:40])([CH3:39])[C:36](=[O:41])[CH2:35][O:26][C:25]([C:11]1([C:9]([O:8][CH2:1][C:2]2[CH:3]=[CH:4][CH:5]=[CH:6][CH:7]=2)=[O:10])[CH2:16][CH2:15][CH2:14][N:13]([C:17]([O:19][CH2:20][C:21]([Cl:24])([Cl:22])[Cl:23])=[O:18])[CH2:12]1)=[O:27]. (9) Given the reactants [OH:1][C@H:2]1[CH2:7][CH2:6][C@H:5]([N:8]2[C:13](=[O:14])[C:12]([CH2:15][C:16]3[CH:21]=[CH:20][C:19]([C:22]4[C:23]([C:28]#[N:29])=[CH:24][CH:25]=[CH:26][CH:27]=4)=[CH:18][CH:17]=3)=[C:11]([CH2:30][CH2:31][CH3:32])[N:10]3[N:33]=[CH:34][CH:35]=[C:9]23)[CH2:4][CH2:3]1.Br[CH2:37][C:38]([O:40][C:41]([CH3:44])([CH3:43])[CH3:42])=[O:39].Cl, predict the reaction product. The product is: [C:28]([C:23]1[CH:24]=[CH:25][CH:26]=[CH:27][C:22]=1[C:19]1[CH:20]=[CH:21][C:16]([CH2:15][C:12]2[C:13](=[O:14])[N:8]([C@H:5]3[CH2:4][CH2:3][C@H:2]([O:1][CH2:37][C:38]([O:40][C:41]([CH3:44])([CH3:43])[CH3:42])=[O:39])[CH2:7][CH2:6]3)[C:9]3[N:10]([N:33]=[CH:34][CH:35]=3)[C:11]=2[CH2:30][CH2:31][CH3:32])=[CH:17][CH:18]=1)#[N:29].